This data is from Forward reaction prediction with 1.9M reactions from USPTO patents (1976-2016). The task is: Predict the product of the given reaction. (1) Given the reactants [C:1]1([C:13]23[CH2:20][CH2:19][C:16]([NH2:21])([CH2:17][CH2:18]2)[CH2:15][CH2:14]3)[C:5]2=[C:6]3[CH:12]=[CH:11][NH:10][C:7]3=[N:8][CH:9]=[C:4]2[NH:3][N:2]=1.[CH:22]1([S:25](Cl)(=[O:27])=[O:26])[CH2:24][CH2:23]1, predict the reaction product. The product is: [C:1]1([C:13]23[CH2:20][CH2:19][C:16]([NH:21][S:25]([CH:22]4[CH2:24][CH2:23]4)(=[O:27])=[O:26])([CH2:17][CH2:18]2)[CH2:15][CH2:14]3)[C:5]2=[C:6]3[CH:12]=[CH:11][NH:10][C:7]3=[N:8][CH:9]=[C:4]2[NH:3][N:2]=1. (2) Given the reactants C(N1CC[C@@H:5]([NH:8][C:9]([CH2:11][C:12]2[CH:17]=[C:16]([F:18])[CH:15]=[CH:14][C:13]=2S(NC2C(C(OC)=O)=C3C(C4CC4CO3)=CC=2)(=O)=O)=O)C1)C.[F:38][C:39]([F:44])([F:43])[C:40](O)=[O:41], predict the reaction product. The product is: [F:38][C:39]([F:44])([F:43])[C:40]([N:8]1[CH2:5][CH:11]([C:12]2[CH:13]=[CH:14][CH:15]=[C:16]([F:18])[CH:17]=2)[CH2:9]1)=[O:41]. (3) Given the reactants [Cl:1][C:2]1[CH:3]=[N:4][C:5]2[N:6]([N:8]=[C:9]([C:11]([OH:13])=O)[CH:10]=2)[CH:7]=1.[CH3:14][N:15]1[C:24]2[C:19](=[CH:20][CH:21]=[CH:22][C:23]=2[CH3:25])[CH2:18][CH2:17][NH:16]1, predict the reaction product. The product is: [Cl:1][C:2]1[CH:3]=[N:4][C:5]2[N:6]([N:8]=[C:9]([C:11]([N:16]3[CH2:17][CH2:18][C:19]4[C:24](=[C:23]([CH3:25])[CH:22]=[CH:21][CH:20]=4)[N:15]3[CH3:14])=[O:13])[CH:10]=2)[CH:7]=1.